Dataset: Experimentally validated miRNA-target interactions with 360,000+ pairs, plus equal number of negative samples. Task: Binary Classification. Given a miRNA mature sequence and a target amino acid sequence, predict their likelihood of interaction. (1) The miRNA is mmu-miR-703 with sequence AAAACCUUCAGAAGGAAAGAA. The protein sequence of the target gene is MEMDKRIYLELRNRTPSDVKELVLDNCKSIEGKIEGLTDEFEELEFLSTINVGLTSISNLPKLNKLKKLELSENRISGDLEVLAEKCPNLKHLNLSGNKIKDLSTIEPLKKLENLKSLDLFNCEVTNLNAYRENVFKLLPQVMYLDGYDRDNKEAPDSDVEGYVEDDDEEDEDEEEYDEYAQLVEDEEEEDEEEEGEEEDVSGEEEEDEEGYNDGEVDDEEDEEEAGEEEGSQKRKREPDDEGEEDD. Result: 0 (no interaction). (2) The miRNA is mmu-miR-292b-5p with sequence ACUCAAAACCUGGCGGCACUUUU. The protein sequence of the target gene is MLFSGGQYSPVGRPEEVLLIYKIFLVIICFHVILVTSLKENGNSSLLSPSAESSLVSLIPYSNGTPDAASEVLSTLNKTEKSKITIVKTFNASGVKSQRNICNLSSLCNDSVFFRGEIVFQHDEDHNVTQNQDTANGTFAGVLSLSELKRSELNKTLQTLSETYFIVCATAEAQSTVNCTFTVKLNETMNVCAMMVTFQTVQIRPMEQCCCSPRTPCPSSPEELEKLQCELQDPIVCLADQPHGPPLSSSSKPVVPQATIISHVASDFSLAEPLDHALMTPSTPSLTQESNLPSPQPTIP.... Result: 0 (no interaction). (3) The protein sequence of the target gene is MGRKKIQIQRITDERNRQVTFTKRKFGLMKKAYELSVLCDCEIALIIFNHSNKLFQYASTDMDKVLLKYTEYNEPHESRTNADIIETLRKKGFNGCDSPEPDGEDSLEQSPLLEDKYRRASEELDGLFRRYGSTVPAPNFAMPVTVPVSNQSSLQFSNPSGSLVTPSLVTSSLTDPRLLSPQQPALQRNSVSPGLPQRPASAGAMLGGDLNSANGACPSPVGNGYVSARASPGLLPVANGNSLNKVIPAKSPPPPTHSTQLGAPSRKPDLRVITSQAGKGLMHHLTEDHLDLNNAQRLGV.... Result: 1 (interaction). The miRNA is hsa-miR-142-3p with sequence UGUAGUGUUUCCUACUUUAUGGA. (4) The miRNA is ath-miR396a-5p with sequence UUCCACAGCUUUCUUGAACUG. The protein sequence of the target gene is MAPPLLLLLLASGAAACPLPCVCQNLSESLSTLCAHRGLLFVPPNVDRRTVELRLADNFIQALGPPDFRNMTGLVDLTLSRNAITRIGARAFGDLESLRSLHLDGNRLVELGTGSLRGPVNLQHLILSGNQLGRIAPGAFDDFLESLEDLDLSYNNLRQVPWAGIGAMPALHTLNLDHNLIDALPPGAFAQLGQLSRLDLTSNRLATLAPDPLFSRGRDAEASPAPLVLSFSGNPLHCNCELLWLRRLARPDDLETCASPPGLAGRYFWAVPEGEFSCEPPLIARHTQRLWVLEGQRATL.... Result: 0 (no interaction). (5) The miRNA is dme-miR-14-3p with sequence UCAGUCUUUUUCUCUCUCCUAU. The protein sequence of the target gene is MRERGQDSLAGLVLYVGLFGHPGMLHRAKYSRFRNESITSLDEGSSGGSVGNKGSPQPPHPALAPHLPTEDATLPSQESPTPLCTLIPRMASMKLANPATLLSLKNFCLGTKEVPRLKLQESRDPGSSGPSSPETSLSRSGTAPPPQQDLVGHRATALTPDSCPLPGPGEPTLRSRQDRHFLQHLLGMGMNYCVRYMGCVEVLQSMRSLDFGMRTQVTREAISRLCEAVPGANGAIKKRKPPVKFLSTVLGKSNLQFSGMNIKLTISTCSLTLMNLDNQQIIANHHMQSISFASGGDPDT.... Result: 0 (no interaction). (6) The miRNA is hsa-miR-3198 with sequence GUGGAGUCCUGGGGAAUGGAGA. The protein sequence of the target gene is MAAFLKMSVSVNFFRPFTRFLVPFTLHRKRNNLTILQRYMSSKIPAVTYPKNESTPPSEELELDKWKTTMKSSVQEECVSTISSSKDEDPLAATREFIEMWRLLGREVPEHITEEELKTLMECVSNTAKKKYLKYLYTKEKVKKARQIKKEMKAAAREEAKNIKLLETTEEDKQKNFLFLRLWDRNMDIAMGWKGAQAMQFGQPLVFDMAYENYMKRKELQNTVSQLLESEGWNRRNVDPFHIYFCNLKIDGALHRELVKRYQEKWDKLLLTSTEKSHVDLFPKDSIIYLTADSPNVMTT.... Result: 0 (no interaction). (7) The miRNA is hsa-miR-124-3p with sequence UAAGGCACGCGGUGAAUGCCAA. The protein sequence of the target gene is MSKGILQVHPPICDCPGCRISSPVNRGRLADKRTVALPAARNLKKERTPSFSASDGDSDGSGPTCGRRPGLKQEDGPHIRIMKRRVHTHWDVNISFREASCSQDGNLPTLISSVHRSRHLVMPEHQSRCEFQRGSLEIGLRPAGDLLGKRLGRSPRISSDCFSEKRARSESPQEALLLPRELGPSMAPEDHYRRLVSALSEASTFEDPQRLYHLGLPSHGEDPPWHDPPHHLPSHDLLRVRQEVAAAALRGPSGLEAHLPSSTAGQRRKQGLAQHREGAAPAAAPSFSERELPQPPPLLS.... Result: 1 (interaction).